Dataset: Full USPTO retrosynthesis dataset with 1.9M reactions from patents (1976-2016). Task: Predict the reactants needed to synthesize the given product. (1) Given the product [C:1]([C:5]1[CH:10]=[C:9]([N+:15]([O-:17])=[O:16])[CH:8]=[CH:7][C:6]=1[NH:11][C:12](=[O:14])[CH3:13])([CH3:4])([CH3:2])[CH3:3], predict the reactants needed to synthesize it. The reactants are: [C:1]([C:5]1[CH:10]=[CH:9][CH:8]=[CH:7][C:6]=1[NH:11][C:12](=[O:14])[CH3:13])([CH3:4])([CH3:3])[CH3:2].[N+:15]([O-])([O-:17])=[O:16].[K+]. (2) The reactants are: [NH2:1][C:2]1[CH:11]=[C:10]2[C:5]([CH:6]([CH2:12][CH2:13][CH2:14][CH3:15])[O:7][C:8]2=[O:9])=[CH:4][CH:3]=1. Given the product [CH2:12]([CH:6]1[C:5]2[C:10](=[CH:11][C:2]([NH:1][C:8]([O:7][CH2:6][CH3:5])=[O:9])=[CH:3][CH:4]=2)[C:8](=[O:9])[O:7]1)[CH2:13][CH2:14][CH3:15], predict the reactants needed to synthesize it. (3) Given the product [NH:12]1[C:13]2[C:18](=[CH:17][CH:16]=[CH:15][CH:14]=2)[C:10]([C:8](=[O:9])[CH:32]([NH:31][C:30]2[CH:43]=[CH:44][CH:45]=[C:28]([O:27][CH3:26])[CH:29]=2)[C:33]2[CH:38]=[CH:37][C:36]([S:39]([CH3:42])(=[O:40])=[O:41])=[CH:35][CH:34]=2)=[CH:11]1, predict the reactants needed to synthesize it. The reactants are: C(N(CC)CC)C.[CH:8]([C:10]1[C:18]2[C:13](=[CH:14][CH:15]=[CH:16][CH:17]=2)[N:12](C(OC(C)(C)C)=O)[CH:11]=1)=[O:9].[CH3:26][O:27][C:28]1[CH:29]=[C:30]([CH:43]=[CH:44][CH:45]=1)[N:31]=[CH:32][C:33]1[CH:38]=[CH:37][C:36]([S:39]([CH3:42])(=[O:41])=[O:40])=[CH:35][CH:34]=1. (4) Given the product [CH2:16]([O:15][CH2:14][C:13]1[N:12]=[C:11]([NH2:23])[N:10]=[C:9]([NH2:24])[C:8]=1[C:5]1[CH:6]=[CH:7][C:2]([NH:1][CH2:30][C:29]2[CH:32]=[CH:33][C:26]([Cl:25])=[CH:27][CH:28]=2)=[CH:3][CH:4]=1)[C:17]1[CH:22]=[CH:21][CH:20]=[CH:19][CH:18]=1, predict the reactants needed to synthesize it. The reactants are: [NH2:1][C:2]1[CH:7]=[CH:6][C:5]([C:8]2[C:9]([NH2:24])=[N:10][C:11]([NH2:23])=[N:12][C:13]=2[CH2:14][O:15][CH2:16][C:17]2[CH:22]=[CH:21][CH:20]=[CH:19][CH:18]=2)=[CH:4][CH:3]=1.[Cl:25][C:26]1[CH:33]=[CH:32][C:29]([CH:30]=O)=[CH:28][CH:27]=1.[BH3-]C#N.[Na+].CCOC(C)=O. (5) Given the product [CH2:1]([O:19][S:20]([O-:23])(=[O:22])=[O:21])[CH2:2][CH2:3][CH2:4][CH2:5][CH2:6][CH2:7][CH2:8][CH2:9][CH2:10][CH2:11][CH2:12][CH2:13][CH2:14][CH2:15][CH:16]([CH3:17])[CH3:18].[Na+:24].[C:25](=[O:43])=[O:19], predict the reactants needed to synthesize it. The reactants are: [CH2:1]([O:19][S:20]([O-:23])(=[O:22])=[O:21])[CH2:2][CH2:3][CH2:4][CH2:5][CH2:6][CH2:7][CH2:8][CH2:9][CH2:10][CH2:11][CH2:12][CH2:13][CH2:14][CH2:15][CH:16]([CH3:18])[CH3:17].[Na+:24].[CH2:25]([OH:43])CCCCCCCCCCCCCCC(C)C. (6) The reactants are: [Cl:1][C:2]1[N:7]=[C:6](Cl)[C:5]([F:9])=[CH:4][N:3]=1.[O:10]1[CH2:14][CH2:13][CH:12]([OH:15])[CH2:11]1.C(=O)([O-])[O-].[Cs+].[Cs+]. Given the product [Cl:1][C:2]1[N:7]=[C:6]([O:15][CH:12]2[CH2:13][CH2:14][O:10][CH2:11]2)[C:5]([F:9])=[CH:4][N:3]=1, predict the reactants needed to synthesize it. (7) Given the product [Cl:8][C:6]1[CH:5]=[C:4]([N:22]2[CH2:23][CH2:24][CH:19]([C:14]3[CH:15]=[CH:16][CH:17]=[CH:18][C:13]=3[C:12]([F:11])([F:25])[F:26])[CH2:20][CH2:21]2)[N:3]=[C:2]([NH2:1])[N:7]=1, predict the reactants needed to synthesize it. The reactants are: [NH2:1][C:2]1[N:7]=[C:6]([Cl:8])[CH:5]=[C:4](Cl)[N:3]=1.Cl.[F:11][C:12]([F:26])([F:25])[C:13]1[CH:18]=[CH:17][CH:16]=[CH:15][C:14]=1[CH:19]1[CH2:24][CH2:23][NH:22][CH2:21][CH2:20]1.C(=O)([O-])[O-].[Cs+].[Cs+].